Dataset: Reaction yield outcomes from USPTO patents with 853,638 reactions. Task: Predict the reaction yield, written as a fraction of the theoretical maximum amount of product (1.0 means a 100% yield; for example, 0.34 means a 34% yield). (1) The reactants are [Br:1][CH2:2][CH2:3][CH2:4][CH2:5][CH2:6][C:7]([O-:9])=[O:8].[CH3:10]O. No catalyst specified. The product is [Br:1][CH2:2][CH2:3][CH2:4][CH2:5][CH2:6][C:7]([O:9][CH3:10])=[O:8]. The yield is 0.930. (2) The reactants are CS(O[CH2:6][C:7]1[CH:12]=[CH:11][CH:10]=[C:9]([NH:13][C:14]([O:16][C:17]([CH3:20])([CH3:19])[CH3:18])=[O:15])[N:8]=1)(=O)=O.[NH:21]1[CH2:25][CH2:24][CH2:23][CH2:22]1.C([O-])([O-])=O.[K+].[K+].C([O-])(O)=O.[Na+]. The catalyst is C(#N)C. The product is [N:21]1([CH2:6][C:7]2[N:8]=[C:9]([NH:13][C:14](=[O:15])[O:16][C:17]([CH3:20])([CH3:19])[CH3:18])[CH:10]=[CH:11][CH:12]=2)[CH2:25][CH2:24][CH2:23][CH2:22]1. The yield is 0.620. (3) The reactants are [CH2:1]([Zn]CC)C.CCCCCC.ClCI.[C:15]12([CH2:25][CH2:26][N:27]([CH2:40][CH2:41][CH2:42][CH2:43][CH3:44])[C:28]([NH:30][CH2:31]/[CH:32]=[CH:33]\[C:34]3[CH:39]=[CH:38][N:37]=[CH:36][CH:35]=3)=[O:29])[CH2:24][CH:19]3[CH2:20][CH:21]([CH2:23][CH:17]([CH2:18]3)[CH2:16]1)[CH2:22]2.[Cl-].[NH4+]. The catalyst is ClCCCl.C(OCC)(=O)C. The product is [C:15]12([CH2:25][CH2:26][N:27]([CH2:40][CH2:41][CH2:42][CH2:43][CH3:44])[C:28]([NH:30][CH2:31][C@@H:32]3[CH2:1][C@@H:33]3[C:34]3[CH:35]=[CH:36][N:37]=[CH:38][CH:39]=3)=[O:29])[CH2:16][CH:17]3[CH2:18][CH:19]([CH2:20][CH:21]([CH2:23]3)[CH2:22]1)[CH2:24]2. The yield is 0.0350.